This data is from Full USPTO retrosynthesis dataset with 1.9M reactions from patents (1976-2016). The task is: Predict the reactants needed to synthesize the given product. (1) The reactants are: [OH:1][C:2]12[CH2:12][CH:6]3[CH2:7][C:8]([OH:11])([CH2:10][C:4]([C:13]([OH:15])=[O:14])([CH2:5]3)[CH2:3]1)[CH2:9]2.[CH2:16](O)[CH2:17][CH2:18][CH3:19].S(=O)(=O)(O)O.[Cl-].[Na+].[OH-].[Na+]. Given the product [OH:11][C:8]12[CH2:7][CH:6]3[CH2:12][C:2]([OH:1])([CH2:3][C:4]([C:13]([O:15][CH2:16][CH2:17][CH2:18][CH3:19])=[O:14])([CH2:5]3)[CH2:10]1)[CH2:9]2.[OH:11][C:8]12[CH2:7][CH:6]3[CH2:12][C:2]([OH:1])([CH2:3][C:4]([C:13]([OH:15])=[O:14])([CH2:5]3)[CH2:10]1)[CH2:9]2, predict the reactants needed to synthesize it. (2) The reactants are: [CH3:1][N:2]1[C:10]2[C:5](=[CH:6][CH:7]=[C:8](B3OC(C)(C)C(C)(C)O3)[CH:9]=2)[C:4]([CH3:21])([CH3:20])[C:3]1=[O:22].Br[C:24]1[CH:29]=[CH:28][N:27]2[CH:30]=[CH:31][N:32]=[C:26]2[CH:25]=1.C([O-])([O-])=O.[Na+].[Na+]. Given the product [N:32]1[CH:31]=[CH:30][N:27]2[CH:28]=[CH:29][C:24]([C:8]3[CH:9]=[C:10]4[C:5]([C:4]([CH3:20])([CH3:21])[C:3](=[O:22])[N:2]4[CH3:1])=[CH:6][CH:7]=3)=[CH:25][C:26]=12, predict the reactants needed to synthesize it. (3) Given the product [OH:22][C:21]([C:23]1[NH:27][C:26]2[CH:36]=[CH:37][C:38]([C:40]#[N:41])=[CH:39][C:25]=2[N:24]=1)([C:5]1[C:4]([C:42]([F:43])([F:44])[F:45])=[CH:3][C:2]([CH3:1])=[C:10]2[C:6]=1[CH:7]=[CH:8][NH:9]2)[CH3:46], predict the reactants needed to synthesize it. The reactants are: [CH3:1][C:2]1[C:10]2[N:9](S(C3C=CC(C)=CC=3)(=O)=O)[CH:8]=[CH:7][C:6]=2[C:5]([C:21]([C:23]2[N:27](COCC[Si](C)(C)C)[C:26]3[CH:36]=[CH:37][C:38]([C:40]#[N:41])=[CH:39][C:25]=3[N:24]=2)=[O:22])=[C:4]([C:42]([F:45])([F:44])[F:43])[CH:3]=1.[CH3:46]C1C2N(S(C3C=CC(C)=CC=3)(=O)=O)C=CC=2C(C(C2N(COCC[Si](C)(C)C)C3C=C(C#N)C=CC=3N=2)=O)=C(C(F)(F)F)C=1. (4) Given the product [F:10][C:9]([F:12])([F:11])[C:7]1[CH:6]=[C:5]([C@H:13]([O:15][C@H:16]2[CH2:21][CH2:20][N:19]([C:22]3[CH2:57][CH2:58][C:53](=[O:52])[C:54]=3[CH3:55])[CH2:18][C@@H:17]2[C:29]2[CH:30]=[CH:31][C:32]([F:35])=[CH:33][CH:34]=2)[CH3:14])[CH:4]=[C:3]([C:2]([F:37])([F:1])[F:36])[CH:8]=1, predict the reactants needed to synthesize it. The reactants are: [F:1][C:2]([F:37])([F:36])[C:3]1[CH:4]=[C:5]([C@H:13]([O:15][C@H:16]2[CH2:21][CH2:20][N:19]([C:22](OC(C)(C)C)=O)[CH2:18][C@@H:17]2[C:29]2[CH:34]=[CH:33][C:32]([F:35])=[CH:31][CH:30]=2)[CH3:14])[CH:6]=[C:7]([C:9]([F:12])([F:11])[F:10])[CH:8]=1.FC(F)(F)C1C=C([C@H]([O:52][C@H:53]2[CH2:58][CH2:57]N[CH2:55][C@@H:54]2C2C=CC(F)=CC=2)C)C=C(C(F)(F)F)C=1.